Dataset: Catalyst prediction with 721,799 reactions and 888 catalyst types from USPTO. Task: Predict which catalyst facilitates the given reaction. Product: [Br:1][C:2]1[CH:3]=[CH:4][C:5]([CH2:6][NH:7][C:8]([N:14]2[CH2:15][CH2:16][CH2:13][CH2:12]2)=[O:9])=[CH:10][CH:11]=1. The catalyst class is: 10. Reactant: [Br:1][C:2]1[CH:11]=[CH:10][C:5]([CH2:6][N:7]=[C:8]=[O:9])=[CH:4][CH:3]=1.[CH2:12]([N:14](CC)[CH2:15][CH3:16])[CH3:13].N1CCCC1.